This data is from Full USPTO retrosynthesis dataset with 1.9M reactions from patents (1976-2016). The task is: Predict the reactants needed to synthesize the given product. (1) Given the product [F:1][C:2]1([F:24])[CH2:3][C@@H:4]([C:20]([O:22][CH3:23])=[O:21])[C@H:5]([C:8](=[O:19])[CH2:9][C:10]2[CH:18]=[CH:17][C:13]([C:14]([N:49]3[CH2:54][CH2:53][O:52][CH2:51][CH2:50]3)=[O:15])=[CH:12][CH:11]=2)[CH2:6][CH2:7]1, predict the reactants needed to synthesize it. The reactants are: [F:1][C:2]1([F:24])[CH2:7][CH2:6][C@@H:5]([C:8](=[O:19])[CH2:9][C:10]2[CH:18]=[CH:17][C:13]([C:14](O)=[O:15])=[CH:12][CH:11]=2)[C@H:4]([C:20]([O:22][CH3:23])=[O:21])[CH2:3]1.CN(C(ON1N=NC2C=CC=CC1=2)=[N+](C)C)C.F[P-](F)(F)(F)(F)F.[NH:49]1[CH2:54][CH2:53][O:52][CH2:51][CH2:50]1. (2) Given the product [NH2:1][C:2]1[N:7]=[C:6]([O:18][CH2:19][C:20]2[CH:25]=[CH:24][CH:23]=[CH:22][N:21]=2)[C:5]([C:11]#[N:12])=[C:4]([C:13]2[S:14][CH:15]=[CH:16][CH:17]=2)[N:3]=1, predict the reactants needed to synthesize it. The reactants are: [NH2:1][C:2]1[N:7]=[C:6](S(C)=O)[C:5]([C:11]#[N:12])=[C:4]([C:13]2[S:14][CH:15]=[CH:16][CH:17]=2)[N:3]=1.[OH:18][CH2:19][C:20]1[CH:25]=[CH:24][CH:23]=[CH:22][N:21]=1.C1CCN2C(=NCCC2)CC1. (3) Given the product [CH3:9][O:10][C:11]1[CH:12]=[CH:13][C:14]([CH2:15][NH:16][C:17]2([C:21]3[S:22][C:23]([Sn:32]([CH2:33][CH2:34][CH2:35][CH3:36])([CH2:37][CH2:38][CH2:39][CH3:40])[CH2:28][CH2:29][CH2:30][CH3:31])=[CH:24][N:25]=3)[CH2:20][CH2:19][CH2:18]2)=[CH:26][CH:27]=1, predict the reactants needed to synthesize it. The reactants are: C([N-]C(C)C)(C)C.[Li+].[CH3:9][O:10][C:11]1[CH:27]=[CH:26][C:14]([CH2:15][NH:16][C:17]2([C:21]3[S:22][CH:23]=[CH:24][N:25]=3)[CH2:20][CH2:19][CH2:18]2)=[CH:13][CH:12]=1.[CH2:28]([Sn:32](Cl)([CH2:37][CH2:38][CH2:39][CH3:40])[CH2:33][CH2:34][CH2:35][CH3:36])[CH2:29][CH2:30][CH3:31]. (4) The reactants are: [Br:1][C:2]1[CH:3]=[CH:4][C:5]2[O:9][CH:8]([C:10](O)=[O:11])[CH2:7][C:6]=2[CH:13]=1.F[P-](F)(F)(F)(F)F.N1(O[P+](N(C)C)(N(C)C)[N:32]([CH3:34])[CH3:33])C2C=CC=CC=2N=N1.CNC.O1CCCC1. Given the product [Br:1][C:2]1[CH:3]=[CH:4][C:5]2[O:9][CH:8]([C:10]([N:32]([CH3:34])[CH3:33])=[O:11])[CH2:7][C:6]=2[CH:13]=1, predict the reactants needed to synthesize it. (5) Given the product [CH3:1][N:2]([CH3:20])[CH2:3][CH2:4][CH2:5][N:6]([CH3:19])[C:7]([C:9]1[S:17][C:16]2[C:11](=[N:12][CH:13]=[CH:14][C:15]=2[O:38][C:35]2[CH:36]=[CH:37][C:32]([CH2:31][C:30](=[O:39])[NH:29][C:24]3[CH:23]=[C:22]([CH3:21])[CH:27]=[C:26]([CH3:28])[N:25]=3)=[CH:33][CH:34]=2)[CH:10]=1)=[O:8], predict the reactants needed to synthesize it. The reactants are: [CH3:1][N:2]([CH3:20])[CH2:3][CH2:4][CH2:5][N:6]([CH3:19])[C:7]([C:9]1[S:17][C:16]2[C:11](=[N:12][CH:13]=[CH:14][C:15]=2Cl)[CH:10]=1)=[O:8].[CH3:21][C:22]1[CH:27]=[C:26]([CH3:28])[N:25]=[C:24]([NH:29][C:30](=[O:39])[CH2:31][C:32]2[CH:37]=[CH:36][C:35]([OH:38])=[CH:34][CH:33]=2)[CH:23]=1. (6) Given the product [C:9]([C:11]1[CH:12]=[CH:13][C:14]([C@H:17]2[C@:21]3([N:25]([CH3:26])[C:24](=[O:27])[N:23]([C:28]4[CH:33]=[C:32]([Cl:34])[CH:31]=[C:30]([Cl:35])[CH:29]=4)[C:22]3=[O:36])[CH2:20][N:19]([CH2:37][C:38]([NH2:42])=[O:39])[CH2:18]2)=[CH:15][CH:16]=1)#[N:10], predict the reactants needed to synthesize it. The reactants are: ClC(OCC(C)C)=O.[C:9]([C:11]1[CH:16]=[CH:15][C:14]([C@H:17]2[C@:21]3([N:25]([CH3:26])[C:24](=[O:27])[N:23]([C:28]4[CH:33]=[C:32]([Cl:34])[CH:31]=[C:30]([Cl:35])[CH:29]=4)[C:22]3=[O:36])[CH2:20][N:19]([CH2:37][C:38](O)=[O:39])[CH2:18]2)=[CH:13][CH:12]=1)#[N:10].C[N:42]1CCOCC1.N. (7) The reactants are: FC(F)(F)S(O[C:7]1[C:12]2[CH:13]=[N:14][N:15](C3CCCCO3)[C:11]=2[CH:10]=[C:9]([C:22]2[CH:27]=[C:26]([F:28])[C:25]([O:29]COCC[Si](C)(C)C)=[CH:24][C:23]=2[CH2:38][CH3:39])[N:8]=1)(=O)=O.[CH2:42]([N:44]([C:49]1[CH:54]=[CH:53][CH:52]=[CH:51][C:50]=1[CH2:55][NH:56][CH3:57])[S:45]([CH3:48])(=[O:47])=[O:46])[CH3:43].C(=O)([O-])[O-].[Cs+].[Cs+].C1C=CC(P(C2C(C3C(P(C4C=CC=CC=4)C4C=CC=CC=4)=CC=C4C=3C=CC=C4)=C3C(C=CC=C3)=CC=2)C2C=CC=CC=2)=CC=1.[CH][Cl:111]. Given the product [ClH:111].[CH2:42]([N:44]([C:49]1[CH:54]=[CH:53][CH:52]=[CH:51][C:50]=1[CH2:55][N:56]([C:7]1[C:12]2[CH:13]=[N:14][NH:15][C:11]=2[CH:10]=[C:9]([C:22]2[CH:27]=[C:26]([F:28])[C:25]([OH:29])=[CH:24][C:23]=2[CH2:38][CH3:39])[N:8]=1)[CH3:57])[S:45]([CH3:48])(=[O:47])=[O:46])[CH3:43], predict the reactants needed to synthesize it.